This data is from CYP2C19 inhibition data for predicting drug metabolism from PubChem BioAssay. The task is: Regression/Classification. Given a drug SMILES string, predict its absorption, distribution, metabolism, or excretion properties. Task type varies by dataset: regression for continuous measurements (e.g., permeability, clearance, half-life) or binary classification for categorical outcomes (e.g., BBB penetration, CYP inhibition). Dataset: cyp2c19_veith. (1) The molecule is CC(C)CNC(=O)C(=O)N/N=C/c1cccs1. The result is 0 (non-inhibitor). (2) The result is 0 (non-inhibitor). The drug is Cc1ccc(S(=O)(=O)O)cc1.N=C(N)SC(c1ccccc1)c1ccccc1.